Dataset: Peptide-MHC class I binding affinity with 185,985 pairs from IEDB/IMGT. Task: Regression. Given a peptide amino acid sequence and an MHC pseudo amino acid sequence, predict their binding affinity value. This is MHC class I binding data. (1) The peptide sequence is NAHEGQLVI. The MHC is HLA-A03:01 with pseudo-sequence HLA-A03:01. The binding affinity (normalized) is 0.0232. (2) The peptide sequence is ILIYNGWYA. The MHC is HLA-A03:01 with pseudo-sequence HLA-A03:01. The binding affinity (normalized) is 0. (3) The peptide sequence is KFAEESYTYY. The MHC is HLA-A33:01 with pseudo-sequence HLA-A33:01. The binding affinity (normalized) is 0.0160. (4) The peptide sequence is LMALTDSGPKA. The binding affinity (normalized) is 0.186. The MHC is Mamu-A11 with pseudo-sequence Mamu-A11. (5) The peptide sequence is VPLDEDFRKY. The MHC is HLA-A30:02 with pseudo-sequence HLA-A30:02. The binding affinity (normalized) is 0.0129. (6) The peptide sequence is ASSSNYNTY. The MHC is HLA-B48:01 with pseudo-sequence HLA-B48:01. The binding affinity (normalized) is 0.0847. (7) The peptide sequence is NTAINFFLY. The MHC is HLA-B46:01 with pseudo-sequence HLA-B46:01. The binding affinity (normalized) is 0.0847. (8) The peptide sequence is KRKLMYVSA. The MHC is HLA-A68:02 with pseudo-sequence HLA-A68:02. The binding affinity (normalized) is 0.0847. (9) The peptide sequence is ITLWQRPLV. The MHC is HLA-A02:01 with pseudo-sequence HLA-A02:01. The binding affinity (normalized) is 0.115. (10) The peptide sequence is AQPGLLSYV. The MHC is HLA-A02:03 with pseudo-sequence HLA-A02:03. The binding affinity (normalized) is 0.830.